From a dataset of Catalyst prediction with 721,799 reactions and 888 catalyst types from USPTO. Predict which catalyst facilitates the given reaction. (1) Reactant: [Cl:1][C:2]1[C:6]([N:7]2[CH2:11][CH2:10][C:9](=[CH2:12])[C:8]2=[O:13])=[CH:5][N:4]([C:14]2[CH:15]=[N:16][CH:17]=[CH:18][CH:19]=2)[N:3]=1.[OH-].[K+].[C:22](=O)(SC)[S:23]C.O. Product: [Cl:1][C:2]1[C:6]([N:7]2[CH2:11][CH2:10][CH:9]([CH2:12][S:23][CH3:22])[C:8]2=[O:13])=[CH:5][N:4]([C:14]2[CH:15]=[N:16][CH:17]=[CH:18][CH:19]=2)[N:3]=1. The catalyst class is: 7. (2) Reactant: [OH:1][CH2:2][C@@H:3]([NH:10][C:11](=[O:16])[CH2:12][CH2:13][CH:14]=[CH2:15])[C:4]1[CH:9]=[CH:8][CH:7]=[CH:6][CH:5]=1.[CH3:17][C@H:18]([CH2:22][CH:23]=[CH2:24])[C:19](O)=[O:20]. The catalyst class is: 2. Product: [CH3:17][C@@H:18]([CH2:22][CH:23]=[CH2:24])[C:19]([O:1][CH2:2][C@H:3]([NH:10][C:11](=[O:16])[CH2:12][CH2:13][CH:14]=[CH2:15])[C:4]1[CH:9]=[CH:8][CH:7]=[CH:6][CH:5]=1)=[O:20].